From a dataset of Forward reaction prediction with 1.9M reactions from USPTO patents (1976-2016). Predict the product of the given reaction. (1) Given the reactants Br[C:2]1[CH:14]=[CH:13][C:5]([C:6]([O:8][C:9]([CH3:12])([CH3:11])[CH3:10])=[O:7])=[C:4]([NH:15][C:16]2[CH:21]=[CH:20][C:19]([F:22])=[CH:18][CH:17]=2)[CH:3]=1.[CH2:23]([CH:26]1[CH2:31][CH2:30][CH2:29][CH2:28][CH2:27]1)[CH:24]=[CH2:25].C(=O)([O-])[O-].[Cs+].[Cs+], predict the reaction product. The product is: [CH:26]1([CH2:23]/[CH:24]=[CH:25]/[C:2]2[CH:14]=[CH:13][C:5]([C:6]([O:8][C:9]([CH3:12])([CH3:11])[CH3:10])=[O:7])=[C:4]([NH:15][C:16]3[CH:21]=[CH:20][C:19]([F:22])=[CH:18][CH:17]=3)[CH:3]=2)[CH2:31][CH2:30][CH2:29][CH2:28][CH2:27]1. (2) Given the reactants [O:1]([C:3]1[CH:4]=[C:5]2[C:9](=[CH:10][CH:11]=1)[NH:8][C:7](=[O:12])[CH2:6]2)[CH3:2].[CH:13]([C:15]1[CH:23]=[C:22]2[C:18]([C:19](/[CH:24]=[CH:25]/[C:26]3[CH:34]=[CH:33][C:29]([C:30]([OH:32])=[O:31])=[CH:28][CH:27]=3)=[N:20][NH:21]2)=[CH:17][CH:16]=1)=O, predict the reaction product. The product is: [CH3:2][O:1][C:3]1[CH:4]=[C:5]2[C:9](=[CH:10][CH:11]=1)[NH:8][C:7](=[O:12])/[C:6]/2=[CH:13]/[C:15]1[CH:23]=[C:22]2[C:18]([C:19](/[CH:24]=[CH:25]/[C:26]3[CH:34]=[CH:33][C:29]([C:30]([OH:32])=[O:31])=[CH:28][CH:27]=3)=[N:20][NH:21]2)=[CH:17][CH:16]=1. (3) Given the reactants [CH:1]1(/[CH:4]=[C:5](\[CH3:9])/[C:6](=[O:8])[CH3:7])[CH2:3][CH2:2]1.C(N(CC)CC)C.FC(F)(F)S(O[Si:23]([CH2:28][CH3:29])([CH2:26][CH3:27])[CH2:24][CH3:25])(=O)=O, predict the reaction product. The product is: [CH:1]1(/[CH:4]=[C:5](\[CH3:9])/[C:6]([O:8][Si:23]([CH2:28][CH3:29])([CH2:26][CH3:27])[CH2:24][CH3:25])=[CH2:7])[CH2:3][CH2:2]1.